Dataset: Forward reaction prediction with 1.9M reactions from USPTO patents (1976-2016). Task: Predict the product of the given reaction. (1) Given the reactants [C:1]([NH:24][CH2:25][CH2:26][NH:27][C:28](=[O:44])[O:29][CH2:30][C@H:31]1[S:35][CH2:34][C@@H:33]([N:36]2[CH:41]=[CH:40][C:39]([NH2:42])=[N:38][C:37]2=[O:43])[O:32]1)(=[O:23])[CH2:2][CH2:3]/[CH:4]=[CH:5]\[CH2:6]/[CH:7]=[CH:8]\[CH2:9]/[CH:10]=[CH:11]\[CH2:12]/[CH:13]=[CH:14]\[CH2:15]/[CH:16]=[CH:17]\[CH2:18]/[CH:19]=[CH:20]\CC.NCCNC(=O)CCC/C=C\C/C=C\C/C=C\C/C=C\C/C=C\CC, predict the reaction product. The product is: [C:1]([NH:24][CH2:25][CH2:26][NH:27][C:28](=[O:44])[O:29][CH2:30][C@H:31]1[S:35][CH2:34][C@@H:33]([N:36]2[CH:41]=[CH:40][C:39]([NH2:42])=[N:38][C:37]2=[O:43])[O:32]1)(=[O:23])[CH2:2][CH2:3][CH2:4]/[CH:5]=[CH:6]\[CH2:7]/[CH:8]=[CH:9]\[CH2:10]/[CH:11]=[CH:12]\[CH2:13]/[CH:14]=[CH:15]\[CH2:16]/[CH:17]=[CH:18]\[CH2:19][CH3:20]. (2) Given the reactants [C:1]([O:5][C:6]([N:8]([CH3:14])[C@@H:9]([CH3:13])[C:10]([OH:12])=O)=[O:7])([CH3:4])([CH3:3])[CH3:2].C(Cl)CCl.N1C2C(=NC=CC=2)N(O)N=1.Cl.[NH2:30][C@H:31]([C:51]([N:53]1[C@H:57]([C:58](=[O:70])[NH:59][C@H:60]2[C:69]3[C:64](=[CH:65][CH:66]=[CH:67][CH:68]=3)[CH2:63][CH2:62][CH2:61]2)[CH2:56][Si:55]([CH3:72])([CH3:71])[CH2:54]1)=[O:52])[CH2:32][C:33]1[CH:38]=[CH:37][C:36]([C:39]#[C:40][C:41]2[CH:50]=[CH:49][C:44]([C:45]([O:47][CH3:48])=[O:46])=[CH:43][CH:42]=2)=[CH:35][CH:34]=1.CCN(C(C)C)C(C)C, predict the reaction product. The product is: [C:1]([O:5][C:6]([N:8]([CH3:14])[C@@H:9]([CH3:13])[C:10]([NH:30][C@H:31]([C:51]([N:53]1[C@H:57]([C:58](=[O:70])[NH:59][C@H:60]2[C:69]3[C:64](=[CH:65][CH:66]=[CH:67][CH:68]=3)[CH2:63][CH2:62][CH2:61]2)[CH2:56][Si:55]([CH3:72])([CH3:71])[CH2:54]1)=[O:52])[CH2:32][C:33]1[CH:38]=[CH:37][C:36]([C:39]#[C:40][C:41]2[CH:42]=[CH:43][C:44]([C:45]([O:47][CH3:48])=[O:46])=[CH:49][CH:50]=2)=[CH:35][CH:34]=1)=[O:12])=[O:7])([CH3:2])([CH3:3])[CH3:4]. (3) Given the reactants [NH2:1][C:2]1[CH:7]=[C:6]([Cl:8])[C:5]([N:9]2[CH2:13][CH2:12][CH2:11][C@H:10]2[CH2:14][O:15][CH3:16])=[CH:4][C:3]=1[NH:17][C:18](=S)[NH:19][C:20]1[CH:21]=[C:22]([CH:34]=[CH:35][C:36]=1[Cl:37])[CH2:23][NH:24][C:25]([C:27]1([C:30]([F:33])([F:32])[F:31])[CH2:29][CH2:28]1)=[O:26].C(Cl)CCl.CN(C=O)C, predict the reaction product. The product is: [Cl:37][C:36]1[CH:35]=[CH:34][C:22]([CH2:23][NH:24][C:25]([C:27]2([C:30]([F:33])([F:32])[F:31])[CH2:29][CH2:28]2)=[O:26])=[CH:21][C:20]=1[NH:19][C:18]1[NH:17][C:3]2[CH:4]=[C:5]([N:9]3[CH2:13][CH2:12][CH2:11][C@H:10]3[CH2:14][O:15][CH3:16])[C:6]([Cl:8])=[CH:7][C:2]=2[N:1]=1. (4) Given the reactants [Si:1]([O:8][CH2:9][C:10]1[S:14][C:13]([CH2:15][C:16]([OH:18])=[O:17])=[CH:12][CH:11]=1)([C:4]([CH3:7])([CH3:6])[CH3:5])([CH3:3])[CH3:2].[CH3:19]O, predict the reaction product. The product is: [Si:1]([O:8][CH2:9][C:10]1[S:14][C:13]([CH2:15][C:16]([O:18][CH3:19])=[O:17])=[CH:12][CH:11]=1)([C:4]([CH3:7])([CH3:6])[CH3:5])([CH3:3])[CH3:2]. (5) Given the reactants [NH2:1][C@@H:2]([CH2:6][CH2:7][CH2:8][NH:9][C:10](=[O:45])[C:11]1[CH:16]=[C:15]([F:17])[C:14]([CH2:18][S:19][C:20]2[N:21]([C:37]3[CH:42]=[CH:41][C:40]([F:43])=[CH:39][CH:38]=3)[C:22]([C:25]([C:28]3[CH:33]=[CH:32][C:31]([Cl:34])=[C:30]([O:35][CH3:36])[CH:29]=3)([CH3:27])[CH3:26])=[CH:23][N:24]=2)=[C:13]([Cl:44])[CH:12]=1)[C:3]([OH:5])=[O:4].C([NH:53][C:54](N1C=CC=N1)=[N:55]C(OC(C)(C)C)=O)(OC(C)(C)C)=O.C(N(CC)CC)C, predict the reaction product. The product is: [Cl:44][C:13]1[CH:12]=[C:11]([CH:16]=[C:15]([F:17])[C:14]=1[CH2:18][S:19][C:20]1[N:21]([C:37]2[CH:38]=[CH:39][C:40]([F:43])=[CH:41][CH:42]=2)[C:22]([C:25]([C:28]2[CH:33]=[CH:32][C:31]([Cl:34])=[C:30]([O:35][CH3:36])[CH:29]=2)([CH3:27])[CH3:26])=[CH:23][N:24]=1)[C:10]([NH:9][CH2:8][CH2:7][CH2:6][C@H:2]([NH:1][C:54]([NH2:55])=[NH:53])[C:3]([OH:5])=[O:4])=[O:45]. (6) Given the reactants [CH2:1]([O:8][C:9]1[CH:24]=[C:23]([N:25]([CH2:31][C:32]2[CH:37]=[CH:36][C:35]([CH:38]3[CH2:43][CH2:42][CH2:41][CH2:40][CH2:39]3)=[CH:34][CH:33]=2)[C:26](=[O:30])[CH2:27][NH:28][CH3:29])[CH:22]=[CH:21][C:10]=1[C:11]([O:13][CH2:14][C:15]1[CH:20]=[CH:19][CH:18]=[CH:17][CH:16]=1)=[O:12])[C:2]1[CH:7]=[CH:6][CH:5]=[CH:4][CH:3]=1.[F:44][C:45]1[C:50]([S:51](Cl)(=[O:53])=[O:52])=[C:49]([F:55])[C:48]([F:56])=[C:47]([F:57])[C:46]=1[F:58], predict the reaction product. The product is: [CH2:1]([O:8][C:9]1[CH:24]=[C:23]([N:25]([CH2:31][C:32]2[CH:33]=[CH:34][C:35]([CH:38]3[CH2:43][CH2:42][CH2:41][CH2:40][CH2:39]3)=[CH:36][CH:37]=2)[C:26](=[O:30])[CH2:27][N:28]([CH3:29])[S:51]([C:50]2[C:45]([F:44])=[C:46]([F:58])[C:47]([F:57])=[C:48]([F:56])[C:49]=2[F:55])(=[O:53])=[O:52])[CH:22]=[CH:21][C:10]=1[C:11]([O:13][CH2:14][C:15]1[CH:20]=[CH:19][CH:18]=[CH:17][CH:16]=1)=[O:12])[C:2]1[CH:3]=[CH:4][CH:5]=[CH:6][CH:7]=1. (7) Given the reactants [OH:1][CH:2]1[CH2:6][CH2:5][NH:4][CH2:3]1.C[Si]([N:11]=[C:12]=[O:13])(C)C, predict the reaction product. The product is: [OH:1][CH:2]1[CH2:6][CH2:5][N:4]([C:12]([NH2:11])=[O:13])[CH2:3]1. (8) Given the reactants [CH3:1][NH:2][C:3]([C:5]1[CH:6]=[C:7]2[C:12](=[CH:13][CH:14]=1)[N:11]=[CH:10][C:9]([C:15]([O:17]CC)=[O:16])=[C:8]2[NH:20][C:21]1[CH:26]=[CH:25][C:24]([CH3:27])=[CH:23][CH:22]=1)=[O:4].[OH-].[Na+], predict the reaction product. The product is: [CH3:1][NH:2][C:3]([C:5]1[CH:6]=[C:7]2[C:12](=[CH:13][CH:14]=1)[N:11]=[CH:10][C:9]([C:15]([OH:17])=[O:16])=[C:8]2[NH:20][C:21]1[CH:22]=[CH:23][C:24]([CH3:27])=[CH:25][CH:26]=1)=[O:4]. (9) Given the reactants [N:1]1[CH:6]=[CH:5][CH:4]=[CH:3][C:2]=1[CH:7]=O.[C:9]1([CH3:24])[CH:14]=[CH:13][CH:12]=[CH:11][C:10]=1[CH:15]([C:17]1[CH:22]=[CH:21][CH:20]=[CH:19][C:18]=1[CH3:23])[NH2:16].O, predict the reaction product. The product is: [N:1]1[CH:6]=[CH:5][CH:4]=[CH:3][C:2]=1/[CH:7]=[N:16]/[CH:15]([C:10]1[CH:11]=[CH:12][CH:13]=[CH:14][C:9]=1[CH3:24])[C:17]1[CH:22]=[CH:21][CH:20]=[CH:19][C:18]=1[CH3:23]. (10) Given the reactants [Cl:1][C:2]1[C:3]([F:22])=[C:4]([CH:19]=[CH:20][CH:21]=1)[CH2:5][C:6]1[C:7]([O:17][CH3:18])=[CH:8][C:9]([O:15][CH3:16])=[C:10]([CH:14]=1)[C:11](O)=[O:12].S(Cl)([Cl:25])=O, predict the reaction product. The product is: [Cl:1][C:2]1[C:3]([F:22])=[C:4]([CH:19]=[CH:20][CH:21]=1)[CH2:5][C:6]1[C:7]([O:17][CH3:18])=[CH:8][C:9]([O:15][CH3:16])=[C:10]([CH:14]=1)[C:11]([Cl:25])=[O:12].